Task: Regression. Given a peptide amino acid sequence and an MHC pseudo amino acid sequence, predict their binding affinity value. This is MHC class I binding data.. Dataset: Peptide-MHC class I binding affinity with 185,985 pairs from IEDB/IMGT (1) The peptide sequence is HAETESATL. The MHC is HLA-A26:01 with pseudo-sequence HLA-A26:01. The binding affinity (normalized) is 0.0847. (2) The peptide sequence is ALGMMVLKIV. The MHC is HLA-A02:03 with pseudo-sequence HLA-A02:03. The binding affinity (normalized) is 0.628.